From a dataset of Full USPTO retrosynthesis dataset with 1.9M reactions from patents (1976-2016). Predict the reactants needed to synthesize the given product. Given the product [Cl:14][CH2:13][C@H:7]1[C:6]2[C:5]3[CH:15]=[CH:16][CH:17]=[CH:18][C:4]=3[C:3]([OH:2])=[CH:11][C:10]=2[N:9]([C:36]([C:31]2[NH:32][C:33]3[C:29]([CH:30]=2)=[CH:28][C:27]([NH:26][C:24](=[O:25])[CH2:23][CH2:22][S:21][S:20][CH3:19])=[CH:35][CH:34]=3)=[O:37])[CH2:8]1, predict the reactants needed to synthesize it. The reactants are: Cl.[OH:2][C:3]1[C:4]2[CH:18]=[CH:17][CH:16]=[CH:15][C:5]=2[C:6]2[C@H:7]([CH2:13][Cl:14])[CH2:8][N:9](N)[C:10]=2[CH:11]=1.[CH3:19][S:20][S:21][CH2:22][CH2:23][C:24]([NH:26][C:27]1[CH:28]=[C:29]2[C:33](=[CH:34][CH:35]=1)[NH:32][C:31]([C:36](O)=[O:37])=[CH:30]2)=[O:25].C(Cl)CCl.